This data is from Catalyst prediction with 721,799 reactions and 888 catalyst types from USPTO. The task is: Predict which catalyst facilitates the given reaction. (1) Reactant: [Br:1][C:2]1[C:10]2[O:9][C:8]([Si:11]([CH3:14])([CH3:13])[CH3:12])=[CH:7][C:6]=2[CH:5]=[C:4]([NH2:15])[CH:3]=1.[CH3:16][O:17][C:18]1[CH:23]=[CH:22][C:21]([CH3:24])=[CH:20][C:19]=1[S:25](Cl)(=[O:27])=[O:26].N1C=CC=CC=1. Product: [Br:1][C:2]1[C:10]2[O:9][C:8]([Si:11]([CH3:12])([CH3:14])[CH3:13])=[CH:7][C:6]=2[CH:5]=[C:4]([NH:15][S:25]([C:19]2[CH:20]=[C:21]([CH3:24])[CH:22]=[CH:23][C:18]=2[O:17][CH3:16])(=[O:27])=[O:26])[CH:3]=1. The catalyst class is: 4. (2) Product: [CH:11]12[CH2:17][CH2:16][CH:15]1[CH2:14][N:13]([C:2]1[CH:7]=[CH:6][C:5]([N+:8]([O-:10])=[O:9])=[CH:4][N:3]=1)[CH2:12]2. The catalyst class is: 12. Reactant: Cl[C:2]1[CH:7]=[CH:6][C:5]([N+:8]([O-:10])=[O:9])=[CH:4][N:3]=1.[CH:11]12[CH2:17][CH2:16][CH:15]1[CH2:14][NH:13][CH2:12]2.C(N(CC)CC)C. (3) Reactant: [NH2:1][C@H:2]([CH3:34])[C:3]([N:5]1[CH2:10][CH2:9][CH:8]([CH2:11][N:12]2[C:20]([S:21][C:22]3[C:31]([Br:32])=[CH:30][C:25]4[O:26][CH2:27][CH2:28][O:29][C:24]=4[CH:23]=3)=[N:19][C:18]3[C:13]2=[N:14][CH:15]=[N:16][C:17]=3[NH2:33])[CH2:7][CH2:6]1)=[O:4].[CH3:35][C:36]([CH3:42])([CH3:41])[CH2:37][C:38](Cl)=[O:39].CCN(CC)CC.O. Product: [NH2:33][C:17]1[N:16]=[CH:15][N:14]=[C:13]2[C:18]=1[N:19]=[C:20]([S:21][C:22]1[C:31]([Br:32])=[CH:30][C:25]3[O:26][CH2:27][CH2:28][O:29][C:24]=3[CH:23]=1)[N:12]2[CH2:11][CH:8]1[CH2:9][CH2:10][N:5]([C:3](=[O:4])[C@H:2]([NH:1][C:38](=[O:39])[CH2:37][C:36]([CH3:42])([CH3:41])[CH3:35])[CH3:34])[CH2:6][CH2:7]1. The catalyst class is: 1. (4) Reactant: Cl[C:2]1[C:3]([O:8][CH:9]2[CH2:12][N:11]([C:13]3[CH:22]=[CH:21][C:20]4[C:15](=[CH:16][CH:17]=[CH:18][CH:19]=4)[N:14]=3)[CH2:10]2)=[N:4][CH:5]=[CH:6][N:7]=1.C(N(CC)CC)C.[CH2:30]([OH:33])[C:31]#[CH:32]. Product: [N:14]1[C:15]2[C:20](=[CH:19][CH:18]=[CH:17][CH:16]=2)[CH:21]=[CH:22][C:13]=1[N:11]1[CH2:12][CH:9]([O:8][C:3]2[C:2]([C:32]#[C:31][CH2:30][OH:33])=[N:7][CH:6]=[CH:5][N:4]=2)[CH2:10]1. The catalyst class is: 205. (5) Reactant: [CH2:1]([O:8][C:9]1[CH:14]=[CH:13][CH:12]=[CH:11][C:10]=1Br)[C:2]1[CH:7]=[CH:6][CH:5]=[CH:4][CH:3]=1.C([Li])(C)(C)C.C([O:29][CH2:30][CH2:31][N:32]1[C:36]([CH:37]([CH3:39])[CH3:38])=[C:35]([CH:40]=[O:41])[C:34]([O:42][CH2:43][C:44]2[CH:49]=[CH:48][CH:47]=[CH:46][CH:45]=2)=[N:33]1)(=O)C1C=CC=CC=1.[Cl-].[NH4+]. Product: [CH2:43]([O:42][C:34]1[C:35]([CH:40]([C:10]2[CH:11]=[CH:12][CH:13]=[CH:14][C:9]=2[O:8][CH2:1][C:2]2[CH:7]=[CH:6][CH:5]=[CH:4][CH:3]=2)[OH:41])=[C:36]([CH:37]([CH3:38])[CH3:39])[N:32]([CH2:31][CH2:30][OH:29])[N:33]=1)[C:44]1[CH:45]=[CH:46][CH:47]=[CH:48][CH:49]=1. The catalyst class is: 7. (6) The catalyst class is: 416. Reactant: [CH3:1][C:2]([CH3:22])([CH3:21])[CH2:3][N:4]([CH2:13][C:14]1[CH:19]=[CH:18][C:17](I)=[CH:16][CH:15]=1)[C:5]1[CH:10]=[CH:9][N:8]=[C:7]([C:11]#[N:12])[N:6]=1.[CH3:23][N:24]1[CH:28]=[CH:27][N:26]=[CH:25]1.C1(P(C2C=CC=CC=2)C2C=CC=CC=2)C=CC=CC=1.O. Product: [CH3:1][C:2]([CH3:22])([CH3:21])[CH2:3][N:4]([CH2:13][C:14]1[CH:19]=[CH:18][C:17]([C:28]2[N:24]([CH3:23])[CH:25]=[N:26][CH:27]=2)=[CH:16][CH:15]=1)[C:5]1[CH:10]=[CH:9][N:8]=[C:7]([C:11]#[N:12])[N:6]=1. (7) Reactant: C[Li].[CH3:3][C@:4]12[CH2:20][CH2:19][C@H:18]3[C:9](=[CH:10][CH:11]=[C:12]4[C@@H:17]3[CH2:16][CH2:15][CH2:14][CH2:13]4)[C:8]1=[CH:7][CH:6]=[CH:5]2.C([O:24][C:25](=[O:27])[CH3:26])(=O)C. Product: [C:25]([O:27][C:14]1[CH:15]=[CH:16][C:17]2[C@@H:18]3[C@H:9]([C@H:8]4[C@@:4]([CH2:20][CH2:19]3)([CH3:3])[C@@H:5]([O:24][C:25](=[O:27])[CH3:26])[CH2:6][CH2:7]4)[CH:10]=[CH:11][C:12]=2[CH:13]=1)(=[O:24])[CH3:26]. The catalyst class is: 860. (8) Reactant: C([C:8]1[C:16]2[C:11](=[CH:12][CH:13]=[CH:14][CH:15]=2)[NH:10][N:9]=1)C1C=CC=CC=1.CC(C)([O-])C.[K+]. Product: [NH:10]1[C:11]2[C:16](=[CH:15][CH:14]=[CH:13][CH:12]=2)[CH:8]=[N:9]1. The catalyst class is: 16. (9) Reactant: [CH3:1][C:2](=[CH2:37])[C:3]#[C:4][C@@H:5]([N:16]1[CH2:21][CH2:20][C@@H:19]([CH2:22][C:23]([O:25]C)=[O:24])[CH2:18][C@H:17]1[C:27]1[CH:32]=[CH:31][C:30]([C:33]([F:36])([F:35])[F:34])=[CH:29][CH:28]=1)[C:6]1[CH:7]=[N:8][C:9]([C:12]([F:15])([F:14])[F:13])=[CH:10][CH:11]=1.[Li+].[OH-].Cl. Product: [CH3:37][C:2](=[CH2:1])[C:3]#[C:4][C@@H:5]([N:16]1[CH2:21][CH2:20][C@@H:19]([CH2:22][C:23]([OH:25])=[O:24])[CH2:18][C@H:17]1[C:27]1[CH:32]=[CH:31][C:30]([C:33]([F:36])([F:34])[F:35])=[CH:29][CH:28]=1)[C:6]1[CH:7]=[N:8][C:9]([C:12]([F:15])([F:13])[F:14])=[CH:10][CH:11]=1. The catalyst class is: 20.